Dataset: Peptide-MHC class I binding affinity with 185,985 pairs from IEDB/IMGT. Task: Regression. Given a peptide amino acid sequence and an MHC pseudo amino acid sequence, predict their binding affinity value. This is MHC class I binding data. (1) The peptide sequence is IHKPRPPAT. The MHC is HLA-B15:01 with pseudo-sequence HLA-B15:01. The binding affinity (normalized) is 0.0847. (2) The peptide sequence is YTIERIFNAK. The MHC is HLA-A33:01 with pseudo-sequence HLA-A33:01. The binding affinity (normalized) is 0.374. (3) The peptide sequence is RRVRDNMTK. The MHC is HLA-B58:01 with pseudo-sequence HLA-B58:01. The binding affinity (normalized) is 0.0847. (4) The peptide sequence is LLLAILGPL. The MHC is Patr-B1301 with pseudo-sequence Patr-B1301. The binding affinity (normalized) is 0.643. (5) The peptide sequence is TIPPSRDML. The MHC is Mamu-A02 with pseudo-sequence Mamu-A02. The binding affinity (normalized) is 0. (6) The peptide sequence is SIMSMMNITR. The MHC is HLA-A11:01 with pseudo-sequence HLA-A11:01. The binding affinity (normalized) is 0.823. (7) The peptide sequence is AEQTGVSHNL. The MHC is HLA-B40:02 with pseudo-sequence HLA-B40:02. The binding affinity (normalized) is 0.721.